From a dataset of Catalyst prediction with 721,799 reactions and 888 catalyst types from USPTO. Predict which catalyst facilitates the given reaction. (1) Reactant: [H-].[Al+3].[Li+].[H-].[H-].[H-].[NH2:7][C:8]1[CH:15]=[CH:14][C:11]([C:12]#[N:13])=[CH:10][C:9]=1[Cl:16].[OH-].[Na+]. Product: [NH2:7][C:8]1[CH:15]=[CH:14][C:11]([CH2:12][NH2:13])=[CH:10][C:9]=1[Cl:16]. The catalyst class is: 1. (2) The catalyst class is: 15. Product: [Cl:8][C:6]1[CH:5]=[C:4]([C:9]2[CH2:10][C:11](=[O:13])[N:28]([C:19]3[CH:20]=[CH:21][C:22]4[C:27](=[CH:26][CH:25]=[CH:24][CH:23]=4)[CH:18]=3)[N:29]=2)[CH:3]=[C:2]([Cl:1])[CH:7]=1. Reactant: [Cl:1][C:2]1[CH:3]=[C:4]([C:9](=O)[CH2:10][C:11]([O:13]CC)=O)[CH:5]=[C:6]([Cl:8])[CH:7]=1.Cl.[CH:18]1[C:27]2[C:22](=[CH:23][CH:24]=[CH:25][CH:26]=2)[CH:21]=[CH:20][C:19]=1[NH:28][NH2:29].[OH-].[Na+]. (3) Reactant: [CH3:1][O:2][C:3]1[CH:8]=[CH:7][C:6]([C:9]2[C:10]([CH2:21][OH:22])=[C:11]([CH3:20])[O:12][C:13]=2[C:14]2[CH:19]=[CH:18][CH:17]=[CH:16][CH:15]=2)=[CH:5][CH:4]=1.Br[CH2:24][CH2:25][CH2:26][CH2:27][CH2:28][C:29]([O:31][CH2:32][CH3:33])=[O:30].O.Cl. Product: [CH3:1][O:2][C:3]1[CH:4]=[CH:5][C:6]([C:9]2[C:10]([CH2:21][O:22][CH2:24][CH2:25][CH2:26][CH2:27][CH2:28][C:29]([O:31][CH2:32][CH3:33])=[O:30])=[C:11]([CH3:20])[O:12][C:13]=2[C:14]2[CH:19]=[CH:18][CH:17]=[CH:16][CH:15]=2)=[CH:7][CH:8]=1. The catalyst class is: 3. (4) Reactant: [C:14]1(P([C:14]2[CH:19]=[CH:18][CH:17]=[CH:16][CH:15]=2)[C:14]2[CH:19]=[CH:18][CH:17]=[CH:16][CH:15]=2)[CH:19]=[CH:18][CH:17]=[CH:16][CH:15]=1.BrC1C=CC=CC=1.[CH:27]([C:29]1[N:30]([C:49]2[N:50]=[C:51]([NH2:57])[NH:52][C:53](=[O:56])[C:54]=2[N:55]=1)[C@@H:31]1[O:48][C@H:42]([CH2:43][O:44][C:45](=[O:47])[CH3:46])[C@@H:37]([O:38][C:39](=[O:41])[CH3:40])[C@H:32]1[O:33][C:34](=[O:36])[CH3:35])=[CH2:28]. Product: [CH:27]([C:29]1[N:30]([C:49]2[N:50]=[C:51]([NH2:57])[NH:52][C:53](=[O:56])[C:54]=2[N:55]=1)[C@@H:31]1[O:48][C@H:42]([CH2:43][O:44][C:45](=[O:47])[CH3:46])[C@@H:37]([O:38][C:39](=[O:41])[CH3:40])[C@H:32]1[O:33][C:34](=[O:36])[CH3:35])=[CH:28][C:14]1[CH:15]=[CH:16][CH:17]=[CH:18][CH:19]=1. The catalyst class is: 3. (5) Reactant: [F:1][C:2]1[C:3]([NH:30][CH:31]2[CH2:36][CH2:35][CH:34]([OH:37])[CH2:33][CH2:32]2)=[C:4]([CH:10]=[C:11]([C:13]2[CH:14]=[C:15]3[C:21]([C:22]4[CH:27]=[CH:26][CH:25]=[CH:24][C:23]=4[O:28][CH3:29])=[N:20][NH:19][C:16]3=[N:17][CH:18]=2)[CH:12]=1)[C:5]([N:7]([CH3:9])[CH3:8])=[O:6].CC(OI1(OC(C)=O)(OC(C)=O)OC(=O)C2C1=CC=CC=2)=O. Product: [F:1][C:2]1[C:3]([NH:30][CH:31]2[CH2:36][CH2:35][C:34](=[O:37])[CH2:33][CH2:32]2)=[C:4]([CH:10]=[C:11]([C:13]2[CH:14]=[C:15]3[C:21]([C:22]4[CH:27]=[CH:26][CH:25]=[CH:24][C:23]=4[O:28][CH3:29])=[N:20][NH:19][C:16]3=[N:17][CH:18]=2)[CH:12]=1)[C:5]([N:7]([CH3:9])[CH3:8])=[O:6]. The catalyst class is: 4. (6) Reactant: Cl[C:2]1[C:11]2[C:6](=[CH:7][C:8]([C:12]3[CH:17]=[CH:16][C:15]([S:18]([CH3:21])(=[O:20])=[O:19])=[CH:14][CH:13]=3)=[CH:9][CH:10]=2)[N:5]=[N:4][C:3]=1[I:22].[CH:23]([NH2:26])([CH3:25])[CH3:24]. Product: [I:22][C:3]1[N:4]=[N:5][C:6]2[C:11]([C:2]=1[NH:26][CH:23]([CH3:25])[CH3:24])=[CH:10][CH:9]=[C:8]([C:12]1[CH:17]=[CH:16][C:15]([S:18]([CH3:21])(=[O:20])=[O:19])=[CH:14][CH:13]=1)[CH:7]=2. The catalyst class is: 653. (7) Reactant: [O:1]=[C:2]1[CH:6]([C:7]([O:9]C)=O)[CH2:5][CH2:4][O:3]1.[NH2:11][C:12]([NH2:14])=[S:13].C(N(CC)CC)C. Product: [OH:3][CH2:4][CH2:5][CH:6]1[C:2](=[O:1])[NH:14][C:12](=[S:13])[NH:11][C:7]1=[O:9]. The catalyst class is: 8. (8) Reactant: [C:1]([C:5]1[CH:6]=[C:7]([NH:18][C:19]([NH:21][C@@H:22]2[C:31]3[C:26](=[CH:27][CH:28]=[CH:29][CH:30]=3)[C@H:25]([O:32][C:33]3[CH:34]=[CH:35][C:36]4[N:37]([C:39]([N:42]5[CH2:47][CH2:46][CH2:45][CH2:44][CH2:43]5)=[N:40][N:41]=4)[CH:38]=3)[CH2:24][CH2:23]2)=[O:20])[N:8]([C:10]2[CH:15]=[CH:14][C:13]([CH2:16]Cl)=[CH:12][CH:11]=2)[N:9]=1)([CH3:4])([CH3:3])[CH3:2].CCN(C(C)C)C(C)C.[CH3:57][N:58]1[CH2:63][CH2:62][NH:61][CH2:60][CH2:59]1. Product: [C:1]([C:5]1[CH:6]=[C:7]([NH:18][C:19]([NH:21][C@@H:22]2[C:31]3[C:26](=[CH:27][CH:28]=[CH:29][CH:30]=3)[C@H:25]([O:32][C:33]3[CH:34]=[CH:35][C:36]4[N:37]([C:39]([N:42]5[CH2:47][CH2:46][CH2:45][CH2:44][CH2:43]5)=[N:40][N:41]=4)[CH:38]=3)[CH2:24][CH2:23]2)=[O:20])[N:8]([C:10]2[CH:15]=[CH:14][C:13]([CH2:16][N:61]3[CH2:62][CH2:63][N:58]([CH3:57])[CH2:59][CH2:60]3)=[CH:12][CH:11]=2)[N:9]=1)([CH3:4])([CH3:3])[CH3:2]. The catalyst class is: 1. (9) Reactant: CC(C)([O-])C.[K+].C[O:8][C:9]([C:11]1[O:15][N:14]=[CH:13][CH:12]=1)=O.[CH3:16][C:17]#[N:18]. Product: [O:15]1[C:11]([C:9](=[O:8])[CH2:16][C:17]#[N:18])=[CH:12][CH:13]=[N:14]1. The catalyst class is: 11.